From a dataset of Peptide-MHC class I binding affinity with 185,985 pairs from IEDB/IMGT. Regression. Given a peptide amino acid sequence and an MHC pseudo amino acid sequence, predict their binding affinity value. This is MHC class I binding data. (1) The peptide sequence is FSFPQITLW. The MHC is HLA-A02:02 with pseudo-sequence HLA-A02:02. The binding affinity (normalized) is 0.161. (2) The peptide sequence is IVTDLENRLK. The MHC is HLA-A31:01 with pseudo-sequence HLA-A31:01. The binding affinity (normalized) is 0.417. (3) The peptide sequence is SLAAIANQAV. The MHC is HLA-A02:03 with pseudo-sequence HLA-A02:03. The binding affinity (normalized) is 0.831. (4) The peptide sequence is GMFTDRSGSQ. The MHC is HLA-A02:01 with pseudo-sequence HLA-A02:01. The binding affinity (normalized) is 0.0489. (5) The peptide sequence is RLSDPRFSQ. The MHC is HLA-A02:01 with pseudo-sequence HLA-A02:01. The binding affinity (normalized) is 0.0847. (6) The binding affinity (normalized) is 0.936. The MHC is HLA-B08:01 with pseudo-sequence HLA-B08:01. The peptide sequence is YMRWRKHWL. (7) The MHC is HLA-B40:02 with pseudo-sequence HLA-B40:02. The binding affinity (normalized) is 0.0676. The peptide sequence is RIKQIINMW. (8) The peptide sequence is LWNGPMAVS. The MHC is HLA-B07:02 with pseudo-sequence HLA-B07:02. The binding affinity (normalized) is 0.